This data is from TCR-epitope binding with 47,182 pairs between 192 epitopes and 23,139 TCRs. The task is: Binary Classification. Given a T-cell receptor sequence (or CDR3 region) and an epitope sequence, predict whether binding occurs between them. The epitope is KRWIILGLNK. The TCR CDR3 sequence is CASSQGLLANEQFF. Result: 1 (the TCR binds to the epitope).